This data is from Full USPTO retrosynthesis dataset with 1.9M reactions from patents (1976-2016). The task is: Predict the reactants needed to synthesize the given product. (1) The reactants are: ClC1C=C(Cl)C=CC=1C1N=C(CC)C(N[C@@H]2C3C(=CC=CC=3)C[C@@H]2OCC)=NC=1CC.[Cl:32][C:33]1[CH:38]=[C:37]([O:39][CH3:40])[CH:36]=[CH:35][C:34]=1[C:41]1[N:42]=[C:43]([CH2:66][CH3:67])[C:44]([NH:49][C@H:50]2[C@@H:54]([OH:55])[CH2:53][N:52]([C:56]([O:58][CH2:59][C:60]3[CH:65]=[CH:64][CH:63]=[CH:62][CH:61]=3)=[O:57])[CH2:51]2)=[N:45][C:46]=1[CH2:47][CH3:48].Br[CH2:69][CH2:70][F:71]. Given the product [Cl:32][C:33]1[CH:38]=[C:37]([O:39][CH3:40])[CH:36]=[CH:35][C:34]=1[C:41]1[N:42]=[C:43]([CH2:66][CH3:67])[C:44]([NH:49][C@H:50]2[C@@H:54]([O:55][CH2:69][CH2:70][F:71])[CH2:53][N:52]([C:56]([O:58][CH2:59][C:60]3[CH:61]=[CH:62][CH:63]=[CH:64][CH:65]=3)=[O:57])[CH2:51]2)=[N:45][C:46]=1[CH2:47][CH3:48], predict the reactants needed to synthesize it. (2) Given the product [CH2:1]([O:8][CH2:9][CH2:10][C:11]1([C:25]2[CH:26]=[CH:27][C:28]([O:31][CH3:32])=[CH:29][CH:30]=2)[CH2:17][CH2:16][CH2:15][C:14]2[CH:18]=[C:19]([O:22][CH3:23])[CH:20]=[CH:21][C:13]=2[CH:12]1[OH:24])[C:2]1[CH:3]=[CH:4][CH:5]=[CH:6][CH:7]=1, predict the reactants needed to synthesize it. The reactants are: [CH2:1]([O:8][CH2:9][CH2:10][C:11]1([C:25]2[CH:30]=[CH:29][C:28]([O:31][CH3:32])=[CH:27][CH:26]=2)[CH2:17][CH2:16][CH2:15][C:14]2[CH:18]=[C:19]([O:22][CH3:23])[CH:20]=[CH:21][C:13]=2[C:12]1=[O:24])[C:2]1[CH:7]=[CH:6][CH:5]=[CH:4][CH:3]=1.CO.O1CCCC1.[BH4-].[Na+]. (3) The reactants are: [Br:1][C:2]1[CH:3]=[C:4]([CH:26]=[CH:27][C:28]=1[O:29]C)[CH2:5][C@H:6]1[C@H:11]([OH:12])[C@@H:10]([NH:13][CH2:14][C:15]2[CH:20]=[C:19]([CH:21]([CH3:23])[CH3:22])[CH:18]=[CH:17][N:16]=2)[CH2:9][S:8](=[O:25])(=[O:24])[CH2:7]1.B(Br)(Br)Br.C(Cl)[Cl:36].CO. Given the product [ClH:36].[ClH:36].[Br:1][C:2]1[CH:3]=[C:4]([CH:26]=[CH:27][C:28]=1[OH:29])[CH2:5][C@H:6]1[C@H:11]([OH:12])[C@@H:10]([NH:13][CH2:14][C:15]2[CH:20]=[C:19]([CH:21]([CH3:23])[CH3:22])[CH:18]=[CH:17][N:16]=2)[CH2:9][S:8](=[O:25])(=[O:24])[CH2:7]1, predict the reactants needed to synthesize it.